Regression. Given two drug SMILES strings and cell line genomic features, predict the synergy score measuring deviation from expected non-interaction effect. From a dataset of NCI-60 drug combinations with 297,098 pairs across 59 cell lines. (1) Drug 1: CC1=C2C(C(=O)C3(C(CC4C(C3C(C(C2(C)C)(CC1OC(=O)C(C(C5=CC=CC=C5)NC(=O)OC(C)(C)C)O)O)OC(=O)C6=CC=CC=C6)(CO4)OC(=O)C)OC)C)OC. Drug 2: CC1C(C(CC(O1)OC2CC(OC(C2O)C)OC3=CC4=CC5=C(C(=O)C(C(C5)C(C(=O)C(C(C)O)O)OC)OC6CC(C(C(O6)C)O)OC7CC(C(C(O7)C)O)OC8CC(C(C(O8)C)O)(C)O)C(=C4C(=C3C)O)O)O)O. Cell line: SK-OV-3. Synergy scores: CSS=39.4, Synergy_ZIP=6.85, Synergy_Bliss=6.59, Synergy_Loewe=-13.6, Synergy_HSA=6.95. (2) Drug 1: C1CN1P(=S)(N2CC2)N3CC3. Drug 2: CN(CCCl)CCCl.Cl. Cell line: HS 578T. Synergy scores: CSS=0.244, Synergy_ZIP=3.79, Synergy_Bliss=-3.29, Synergy_Loewe=-3.09, Synergy_HSA=-3.22. (3) Drug 1: C1=NC2=C(N=C(N=C2N1C3C(C(C(O3)CO)O)F)Cl)N. Drug 2: CN(CCCl)CCCl.Cl. Cell line: HCT-15. Synergy scores: CSS=43.8, Synergy_ZIP=-5.52, Synergy_Bliss=-1.32, Synergy_Loewe=-1.25, Synergy_HSA=-1.22. (4) Drug 1: C1=CC(=CC=C1C#N)C(C2=CC=C(C=C2)C#N)N3C=NC=N3. Drug 2: CC1C(C(=O)NC(C(=O)N2CCCC2C(=O)N(CC(=O)N(C(C(=O)O1)C(C)C)C)C)C(C)C)NC(=O)C3=C4C(=C(C=C3)C)OC5=C(C(=O)C(=C(C5=N4)C(=O)NC6C(OC(=O)C(N(C(=O)CN(C(=O)C7CCCN7C(=O)C(NC6=O)C(C)C)C)C)C(C)C)C)N)C. Cell line: NCIH23. Synergy scores: CSS=-3.64, Synergy_ZIP=-0.709, Synergy_Bliss=-5.74, Synergy_Loewe=-19.2, Synergy_HSA=-10.0. (5) Drug 1: CC1C(C(CC(O1)OC2CC(OC(C2O)C)OC3=CC4=CC5=C(C(=O)C(C(C5)C(C(=O)C(C(C)O)O)OC)OC6CC(C(C(O6)C)O)OC7CC(C(C(O7)C)O)OC8CC(C(C(O8)C)O)(C)O)C(=C4C(=C3C)O)O)O)O. Drug 2: CC1C(C(CC(O1)OC2CC(CC3=C2C(=C4C(=C3O)C(=O)C5=C(C4=O)C(=CC=C5)OC)O)(C(=O)CO)O)N)O.Cl. Cell line: MCF7. Synergy scores: CSS=28.3, Synergy_ZIP=2.67, Synergy_Bliss=4.62, Synergy_Loewe=-5.84, Synergy_HSA=4.49. (6) Drug 1: C1C(C(OC1N2C=C(C(=O)NC2=O)F)CO)O. Drug 2: C1C(C(OC1N2C=NC3=C2NC=NCC3O)CO)O. Cell line: OVCAR-5. Synergy scores: CSS=22.6, Synergy_ZIP=-2.43, Synergy_Bliss=1.37, Synergy_Loewe=-13.7, Synergy_HSA=2.30. (7) Drug 1: C1=NC(=NC(=O)N1C2C(C(C(O2)CO)O)O)N. Drug 2: C1CCC(C(C1)N)N.C(=O)(C(=O)[O-])[O-].[Pt+4]. Cell line: SF-539. Synergy scores: CSS=46.5, Synergy_ZIP=-8.49, Synergy_Bliss=-5.84, Synergy_Loewe=-1.13, Synergy_HSA=-1.52.